The task is: Predict the reactants needed to synthesize the given product.. This data is from Full USPTO retrosynthesis dataset with 1.9M reactions from patents (1976-2016). (1) Given the product [CH2:6]([O:5][C:3](=[O:4])[CH2:2][O:15][C:12]1[CH:13]=[CH:14][C:9]([Br:8])=[CH:10][C:11]=1[O:16][CH2:17][CH3:18])[CH3:7], predict the reactants needed to synthesize it. The reactants are: Br[CH2:2][C:3]([O:5][CH2:6][CH3:7])=[O:4].[Br:8][C:9]1[CH:14]=[CH:13][C:12]([OH:15])=[C:11]([O:16][CH2:17][CH3:18])[CH:10]=1.C(=O)([O-])[O-].[K+].[K+].O. (2) Given the product [OH:1][CH2:2][C:3]1[CH:8]=[CH:7][C:6]([O:9][CH2:11][CH2:12][CH2:13][C:14]([O:16][CH2:17][CH3:18])=[O:15])=[CH:5][CH:4]=1, predict the reactants needed to synthesize it. The reactants are: [OH:1][CH2:2][C:3]1[CH:8]=[CH:7][C:6]([OH:9])=[CH:5][CH:4]=1.Br[CH2:11][CH2:12][CH2:13][C:14]([O:16][CH2:17][CH3:18])=[O:15]. (3) Given the product [C:1]1([B:7]([CH:9]([O:16][CH:17]([B:24]([C:26]2[CH:27]=[CH:28][CH:29]=[CH:30][CH:31]=2)[O:25][CH:34]([CH3:35])[CH2:33][NH2:32])[C:18]2[CH:19]=[CH:20][CH:21]=[CH:22][CH:23]=2)[C:10]2[CH:15]=[CH:14][CH:13]=[CH:12][CH:11]=2)[O:8][CH:34]([CH3:35])[CH2:33][NH2:32])[CH:2]=[CH:3][CH:4]=[CH:5][CH:6]=1, predict the reactants needed to synthesize it. The reactants are: [C:1]1([B:7]([CH:9]([O:16][CH:17]([B:24]([C:26]2[CH:31]=[CH:30][CH:29]=[CH:28][CH:27]=2)[OH:25])[C:18]2[CH:23]=[CH:22][CH:21]=[CH:20][CH:19]=2)[C:10]2[CH:15]=[CH:14][CH:13]=[CH:12][CH:11]=2)[OH:8])[CH:6]=[CH:5][CH:4]=[CH:3][CH:2]=1.[NH2:32][CH2:33][CH:34](O)[CH3:35]. (4) Given the product [Br:24][C:14]1[C:15]([O:22][CH3:23])=[C:16]([C:11]([CH2:10][S:7]([C:1]2[CH:6]=[CH:5][CH:4]=[CH:3][C:2]=2[Br:25])(=[O:9])=[O:8])=[CH:12][CH:13]=1)[C:17]([O:19][CH3:20])=[O:18], predict the reactants needed to synthesize it. The reactants are: [C:1]1([S:7]([CH2:10][C:11]2[C:16]([C:17]([O:19][CH2:20]C)=[O:18])=[C:15]([O:22][CH3:23])[C:14]([Br:24])=[CH:13][CH:12]=2)(=[O:9])=[O:8])[CH:6]=[CH:5][CH:4]=[CH:3][CH:2]=1.[Br:25]C1C(OC)=C(C(CSC2C=CC=CC=2Br)=CC=1)C(OC)=O. (5) Given the product [CH2:20]([O:19][C:17]([N:16]1[CH:11]2[CH2:12][CH2:13][CH:14]1[CH2:15][CH:9]([N:6]1[CH2:7][CH2:8][C:3]([O:2][CH3:1])([C:22]([OH:24])=[O:23])[CH2:4][CH2:5]1)[CH2:10]2)=[O:18])[CH3:21], predict the reactants needed to synthesize it. The reactants are: [CH3:1][O:2][C:3]1([C:22]([O:24]C)=[O:23])[CH2:8][CH2:7][N:6]([CH:9]2[CH2:15][CH:14]3[N:16]([C:17]([O:19][CH2:20][CH3:21])=[O:18])[CH:11]([CH2:12][CH2:13]3)[CH2:10]2)[CH2:5][CH2:4]1.[Li+].[OH-].Cl. (6) The reactants are: Cl.[NH2:2][NH:3][C:4]([NH2:6])=[O:5].C([O-])(O)=O.[Na+].[CH3:12][C:13]([CH3:19])([CH3:18])[CH2:14][C:15](Cl)=O.[OH-].[Na+].Cl. Given the product [CH2:14]([C:15]1[NH:6][C:4](=[O:5])[NH:3][N:2]=1)[C:13]([CH3:19])([CH3:18])[CH3:12], predict the reactants needed to synthesize it.